From a dataset of NCI-60 drug combinations with 297,098 pairs across 59 cell lines. Regression. Given two drug SMILES strings and cell line genomic features, predict the synergy score measuring deviation from expected non-interaction effect. Cell line: SK-OV-3. Drug 2: C1CCC(C(C1)N)N.C(=O)(C(=O)[O-])[O-].[Pt+4]. Drug 1: CS(=O)(=O)C1=CC(=C(C=C1)C(=O)NC2=CC(=C(C=C2)Cl)C3=CC=CC=N3)Cl. Synergy scores: CSS=13.4, Synergy_ZIP=-0.0856, Synergy_Bliss=4.78, Synergy_Loewe=5.55, Synergy_HSA=4.96.